This data is from Retrosynthesis with 50K atom-mapped reactions and 10 reaction types from USPTO. The task is: Predict the reactants needed to synthesize the given product. (1) Given the product O=[N+]([O-])c1ccc(O[C@@H]2CCNC2)nc1, predict the reactants needed to synthesize it. The reactants are: CC(C)(C)OC(=O)N1CC[C@@H](Oc2ccc([N+](=O)[O-])cn2)C1. (2) The reactants are: COc1nc(-c2cnc3ccc(F)cn23)nc(N[C@@H]2CCCN(C(=O)OC(C)(C)C)C2)c1C(F)(F)F. Given the product COc1nc(-c2cnc3ccc(F)cn23)nc(N[C@@H]2CCCNC2)c1C(F)(F)F, predict the reactants needed to synthesize it. (3) Given the product CC(=O)N(CCC(C)C)c1ccc(C2=NNC(=O)CC2C)cc1N, predict the reactants needed to synthesize it. The reactants are: CC(=O)N(CCC(C)C)c1ccc(C2=NNC(=O)CC2C)cc1[N+](=O)[O-]. (4) Given the product Cn1cc(O)c(=O)c2ccc(F)cc21, predict the reactants needed to synthesize it. The reactants are: Cn1cc(OC(=O)c2ccccc2)c(=O)c2ccc(F)cc21. (5) Given the product Oc1ccc(Oc2ncc(Br)cn2)cc1, predict the reactants needed to synthesize it. The reactants are: COc1ccc(Oc2ncc(Br)cn2)cc1. (6) Given the product CN1CCCN(C(=O)CC2CCN(c3ncc(-c4ccccc4)cc3NC(=O)c3cccc(Cl)c3)CC2)CC1, predict the reactants needed to synthesize it. The reactants are: CN1CCCNCC1.O=C(O)CC1CCN(c2ncc(-c3ccccc3)cc2NC(=O)c2cccc(Cl)c2)CC1. (7) Given the product CN(Cc1ccccc1)c1ccnc(Cl)n1, predict the reactants needed to synthesize it. The reactants are: CNCc1ccccc1.Clc1ccnc(Cl)n1.